This data is from Full USPTO retrosynthesis dataset with 1.9M reactions from patents (1976-2016). The task is: Predict the reactants needed to synthesize the given product. (1) Given the product [CH2:33]([O:32][C:30](=[O:31])[NH:19][CH2:18][CH:15]1[CH2:14][C:13]2[CH:12]=[CH:11][CH:10]=[C:9]([C:4]3[CH:5]=[CH:6][CH:7]=[CH:8][C:3]=3[O:2][CH3:1])[C:17]=2[O:16]1)[C:34]1[CH:39]=[CH:38][CH:37]=[CH:36][CH:35]=1, predict the reactants needed to synthesize it. The reactants are: [CH3:1][O:2][C:3]1[CH:8]=[CH:7][CH:6]=[CH:5][C:4]=1[C:9]1[C:17]2[O:16][CH:15]([CH2:18][NH2:19])[CH2:14][C:13]=2[CH:12]=[CH:11][CH:10]=1.C(N(C(C)C)CC)(C)C.Cl[C:30]([O:32][CH2:33][C:34]1[CH:39]=[CH:38][CH:37]=[CH:36][CH:35]=1)=[O:31]. (2) Given the product [C:1]([NH:4][C:5]([CH2:16][CH2:17][C:18]1[CH:19]=[CH:20][C:21]([S:24][C:25]2[CH:30]=[CH:29][C:28]([C:31]3[N:43]=[C:34]([CH2:35][CH2:36][CH3:37])[O:33][CH:32]=3)=[CH:27][CH:26]=2)=[CH:22][CH:23]=1)([C:11]([O:13][CH2:14][CH3:15])=[O:12])[C:6]([O:8][CH2:9][CH3:10])=[O:7])(=[O:3])[CH3:2], predict the reactants needed to synthesize it. The reactants are: [C:1]([NH:4][C:5]([CH2:16][CH2:17][C:18]1[CH:23]=[CH:22][C:21]([S:24][C:25]2[CH:30]=[CH:29][C:28]([C:31](=O)[CH2:32][O:33][C:34](=O)[CH2:35][CH2:36][CH3:37])=[CH:27][CH:26]=2)=[CH:20][CH:19]=1)([C:11]([O:13][CH2:14][CH3:15])=[O:12])[C:6]([O:8][CH2:9][CH3:10])=[O:7])(=[O:3])[CH3:2].C([NH2:43])(=O)C.B(F)(F)F.CCOCC. (3) Given the product [Cl:21][CH2:17][C:3]1[C:4]([C:7]2[CH:12]=[CH:11][C:10]([C:13]([F:16])([F:15])[F:14])=[CH:9][CH:8]=2)=[N:5][O:6][C:2]=1[CH3:1], predict the reactants needed to synthesize it. The reactants are: [CH3:1][C:2]1[O:6][N:5]=[C:4]([C:7]2[CH:12]=[CH:11][C:10]([C:13]([F:16])([F:15])[F:14])=[CH:9][CH:8]=2)[C:3]=1[CH2:17]O.S(Cl)([Cl:21])=O. (4) Given the product [CH2:1]([O:8][C@H:9]1[C@H:15]([O:16][CH2:17][C:18]2[CH:19]=[CH:20][CH:21]=[CH:22][CH:23]=2)[C@@H:14]([O:24][CH2:25][C:26]2[CH:31]=[CH:30][CH:29]=[CH:28][CH:27]=2)[C@:13]2([C:33]3[CH:38]=[CH:37][C:36]([Cl:39])=[C:35]([CH2:40][C:41]4[CH:46]=[CH:45][C:44]([O:47][CH2:48][CH3:49])=[C:43]([F:50])[CH:42]=4)[CH:34]=3)[O:32][C@@:10]1([CH:51]=[O:52])[CH2:11][O:12]2)[C:2]1[CH:3]=[CH:4][CH:5]=[CH:6][CH:7]=1, predict the reactants needed to synthesize it. The reactants are: [CH2:1]([O:8][C@H:9]1[C@H:15]([O:16][CH2:17][C:18]2[CH:23]=[CH:22][CH:21]=[CH:20][CH:19]=2)[C@@H:14]([O:24][CH2:25][C:26]2[CH:31]=[CH:30][CH:29]=[CH:28][CH:27]=2)[C@:13]2([C:33]3[CH:38]=[CH:37][C:36]([Cl:39])=[C:35]([CH2:40][C:41]4[CH:46]=[CH:45][C:44]([O:47][CH2:48][CH3:49])=[C:43]([F:50])[CH:42]=4)[CH:34]=3)[O:32][C@@:10]1([CH2:51][OH:52])[CH2:11][O:12]2)[C:2]1[CH:7]=[CH:6][CH:5]=[CH:4][CH:3]=1.I(C1C=CC=CC=1C(O)=O)(=O)=O. (5) Given the product [Cl:1][C:2]1[CH:3]=[CH:4][C:5]([C:8]([F:14])([F:15])[CH2:9][OH:10])=[CH:6][CH:7]=1, predict the reactants needed to synthesize it. The reactants are: [Cl:1][C:2]1[CH:7]=[CH:6][C:5]([C:8]([F:15])([F:14])[C:9](OCC)=[O:10])=[CH:4][CH:3]=1.[BH4-].[Na+]. (6) Given the product [ClH:30].[CH2:1]([N:8]1[CH2:9][CH2:10][C@@H:11]([C:17]2[CH:22]=[C:21]([F:23])[CH:20]=[CH:19][C:18]=2[F:24])[C@H:12]([N+:14]([O-:16])=[O:15])[CH2:13]1)[C:2]1[CH:7]=[CH:6][CH:5]=[CH:4][CH:3]=1, predict the reactants needed to synthesize it. The reactants are: [CH2:1]([N:8]1[CH2:13][C@@H:12]([N+:14]([O-:16])=[O:15])[C@H:11]([C:17]2[CH:22]=[C:21]([F:23])[CH:20]=[CH:19][C:18]=2[F:24])[CH2:10][C:9]1=O)[C:2]1[CH:7]=[CH:6][CH:5]=[CH:4][CH:3]=1.CSC.B.[ClH:30].